This data is from Forward reaction prediction with 1.9M reactions from USPTO patents (1976-2016). The task is: Predict the product of the given reaction. (1) Given the reactants C([O:8][C:9]1[CH:21]=[CH:20][C:12]2[N:13]([CH2:16][CH:17]3[CH2:19][CH2:18]3)[N:14]=[N:15][C:11]=2[C:10]=1[C:22]([F:25])([F:24])[F:23])C1C=CC=CC=1.C(OCC)(=O)C, predict the reaction product. The product is: [CH:17]1([CH2:16][N:13]2[C:12]3[CH:20]=[CH:21][C:9]([OH:8])=[C:10]([C:22]([F:24])([F:25])[F:23])[C:11]=3[N:15]=[N:14]2)[CH2:19][CH2:18]1. (2) Given the reactants C(Cl)(=O)C(Cl)=O.[F:7][C:8]1[CH:9]=[C:10]([CH:14]=[CH:15][C:16]=1[F:17])[C:11]([OH:13])=O.CCN(C(C)C)C(C)C.[NH2:27][C:28]1[CH:32]=[C:31]([CH3:33])[O:30][N:29]=1, predict the reaction product. The product is: [F:7][C:8]1[CH:9]=[C:10]([CH:14]=[CH:15][C:16]=1[F:17])[C:11]([NH:27][C:28]1[CH:32]=[C:31]([CH3:33])[O:30][N:29]=1)=[O:13]. (3) Given the reactants [Cl:1][C:2]1[C:3]2[N:4]([CH:8]=[C:9]([CH2:11][Cl:12])[N:10]=2)[CH:5]=[CH:6][CH:7]=1.[Br:13]N1C(=O)CCC1=O, predict the reaction product. The product is: [Br:13][C:8]1[N:4]2[CH:5]=[CH:6][CH:7]=[C:2]([Cl:1])[C:3]2=[N:10][C:9]=1[CH2:11][Cl:12]. (4) The product is: [CH2:40]([O:27][C:26](=[O:28])[C@@H:22]([NH:21][C:14]([O:16][C:17]([CH3:20])([CH3:19])[CH3:18])=[O:15])[CH2:23][O:24][CH3:25])[C:41]1[CH:46]=[CH:45][CH:44]=[CH:43][CH:42]=1. Given the reactants C1([NH2+]C2CCCCC2)CCCCC1.[C:14]([NH:21][C@H:22]([C:26]([O-:28])=[O:27])[CH2:23][O:24][CH3:25])([O:16][C:17]([CH3:20])([CH3:19])[CH3:18])=[O:15].C(N(CC)CC)C.ClC(O[CH2:40][C:41]1[CH:46]=[CH:45][CH:44]=[CH:43][CH:42]=1)=O, predict the reaction product. (5) Given the reactants [Si]([O:8][CH2:9][C:10]1([C:33]2[CH:38]=[CH:37][CH:36]=[CH:35][CH:34]=2)[CH:14]=[C:13]([C:15]2[CH:20]=[C:19]([F:21])[CH:18]=[CH:17][C:16]=2[F:22])[CH2:12][N:11]1[C:23]([N:25]([CH3:32])[CH:26]1[CH2:31][CH2:30][NH:29][CH2:28][CH2:27]1)=[O:24])(C(C)(C)C)(C)C.CC(O)=O.C(O[C:46]1(O[Si](C)(C)C)[CH2:48][CH2:47]1)C.[BH3-]C#N.[Na+].FC(F)(F)C(O)=O, predict the reaction product. The product is: [CH:46]1([N:29]2[CH2:28][CH2:27][CH:26]([N:25]([CH3:32])[C:23]([N:11]3[CH2:12][C:13]([C:15]4[CH:20]=[C:19]([F:21])[CH:18]=[CH:17][C:16]=4[F:22])=[CH:14][C@@:10]3([CH2:9][OH:8])[C:33]3[CH:38]=[CH:37][CH:36]=[CH:35][CH:34]=3)=[O:24])[CH2:31][CH2:30]2)[CH2:48][CH2:47]1. (6) Given the reactants [OH:1][C:2]1[CH:9]=[CH:8][C:5]([CH:6]=[O:7])=[CH:4][CH:3]=1.O[CH:11]1[CH2:15][CH2:14][O:13][CH2:12]1.C1(P(C2C=CC=CC=2)C2C=CC=CC=2)C=CC=CC=1.N(C(OCC)=O)=NC(OCC)=O, predict the reaction product. The product is: [O:13]1[CH2:14][CH2:15][CH:11]([O:1][C:2]2[CH:9]=[CH:8][C:5]([CH:6]=[O:7])=[CH:4][CH:3]=2)[CH2:12]1.